This data is from Catalyst prediction with 721,799 reactions and 888 catalyst types from USPTO. The task is: Predict which catalyst facilitates the given reaction. Product: [Cl:35][C:22]1[C:20]2[O:21][C:8]3[CH2:7][CH:6]([CH2:5][OH:4])[N:11]([C:12]([O:14][C:15]([CH3:18])([CH3:17])[CH3:16])=[O:13])[CH2:10][C:9]=3[C:19]=2[CH:25]=[C:24]([S:26]([C:29]2[CH:34]=[CH:33][CH:32]=[CH:31][CH:30]=2)(=[O:28])=[O:27])[CH:23]=1. Reactant: C([O:4][CH2:5][CH:6]1[N:11]([C:12]([O:14][C:15]([CH3:18])([CH3:17])[CH3:16])=[O:13])[CH2:10][C:9]2[C:19]3[CH:25]=[C:24]([S:26]([C:29]4[CH:34]=[CH:33][CH:32]=[CH:31][CH:30]=4)(=[O:28])=[O:27])[CH:23]=[C:22]([Cl:35])[C:20]=3[O:21][C:8]=2[CH2:7]1)(=O)C.O.[OH-].[Li+]. The catalyst class is: 24.